This data is from Catalyst prediction with 721,799 reactions and 888 catalyst types from USPTO. The task is: Predict which catalyst facilitates the given reaction. (1) Reactant: [CH3:1][NH:2][C:3]1[CH:8]=[CH:7][C:6]([CH3:9])=[CH:5][CH:4]=1.[CH2:10]1[O:13][CH:11]1[CH3:12]. Product: [CH3:1][N:2]([CH2:10][CH:11]([OH:13])[CH3:12])[C:3]1[CH:8]=[CH:7][C:6]([CH3:9])=[CH:5][CH:4]=1. The catalyst class is: 5. (2) Reactant: [C:1]([O:5][C:6]([NH:8][CH2:9][C:10]([N:12]([CH2:14][C:15]1[CH:16]=[C:17]([C:21]2[CH:22]=[N:23][C:24]([N:27]3[CH2:32][CH2:31][CH:30]([C:33]([OH:35])=O)[CH2:29][CH2:28]3)=[N:25][CH:26]=2)[CH:18]=[CH:19][CH:20]=1)[CH3:13])=[O:11])=[O:7])([CH3:4])([CH3:3])[CH3:2].[CH3:36][NH:37][CH:38]1[CH2:43][CH2:42][CH2:41][CH2:40][CH2:39]1.CCN=C=NCCCN(C)C.Cl.C1C=CC2N(O)N=NC=2C=1. Product: [CH:38]1([N:37]([CH3:36])[C:33]([CH:30]2[CH2:29][CH2:28][N:27]([C:24]3[N:23]=[CH:22][C:21]([C:17]4[CH:16]=[C:15]([CH:20]=[CH:19][CH:18]=4)[CH2:14][N:12]([CH3:13])[C:10](=[O:11])[CH2:9][NH:8][C:6](=[O:7])[O:5][C:1]([CH3:2])([CH3:3])[CH3:4])=[CH:26][N:25]=3)[CH2:32][CH2:31]2)=[O:35])[CH2:43][CH2:42][CH2:41][CH2:40][CH2:39]1. The catalyst class is: 2. (3) Reactant: IC[CH:3]1[CH2:8][O:7][C:6]([CH3:10])([CH3:9])[CH2:5][O:4]1.[N-:11]=[N+:12]=[N-:13].[Na+].[CH3:15]N(C=O)C. Product: [N:11]([CH2:15][CH:8]1[O:7][C:6]([CH3:9])([CH3:10])[CH2:5][O:4][CH2:3]1)=[N+:12]=[N-:13]. The catalyst class is: 238.